Dataset: Forward reaction prediction with 1.9M reactions from USPTO patents (1976-2016). Task: Predict the product of the given reaction. (1) Given the reactants [CH:1]1([C:4]2[CH:5]=[CH:6][C:7]([C:18]([OH:20])=O)=[N:8][C:9]=2[O:10][CH2:11][CH:12]2[CH2:17][CH2:16][O:15][CH2:14][CH2:13]2)[CH2:3][CH2:2]1.[CH:21]1(C2C=CC(C(O)=O)=NC=2OCC2CCCO2)CC1.[NH2:40][C@@H:41]([CH2:45][CH:46]([CH3:48])[CH3:47])[C:42]([NH2:44])=[O:43], predict the reaction product. The product is: [CH:1]1([C:4]2[CH:5]=[CH:6][C:7]([C:18]([NH:40][C@@H:41]([CH2:45][CH:46]([CH3:48])[CH3:47])[C:42]([NH:44][CH3:21])=[O:43])=[O:20])=[N:8][C:9]=2[O:10][CH2:11][CH:12]2[CH2:13][CH2:14][O:15][CH2:16][CH2:17]2)[CH2:2][CH2:3]1. (2) Given the reactants [NH2:1][C:2]1[C:3]([C:16]([NH:18][NH:19][C:20](=[O:35])[C:21]([O:27][CH2:28][C:29]2[CH:34]=[CH:33][CH:32]=[CH:31][CH:30]=2)([CH3:26])[C:22]([F:25])([F:24])[F:23])=O)=[N:4][C:5]([C:12]([F:15])([F:14])[F:13])=[C:6]([C:8]([F:11])([F:10])[F:9])[N:7]=1.C(N(CC)CC)C.S(Cl)(C1C=CC(C)=CC=1)(=O)=O, predict the reaction product. The product is: [CH2:28]([O:27][C:21]([C:20]1[O:35][C:16]([C:3]2[C:2]([NH2:1])=[N:7][C:6]([C:8]([F:9])([F:10])[F:11])=[C:5]([C:12]([F:13])([F:14])[F:15])[N:4]=2)=[N:18][N:19]=1)([CH3:26])[C:22]([F:25])([F:24])[F:23])[C:29]1[CH:34]=[CH:33][CH:32]=[CH:31][CH:30]=1. (3) Given the reactants [CH3:1][C:2]1[CH:7]=[C:6]([N+:8]([O-:10])=[O:9])[CH:5]=[CH:4][C:3]=1[N:11]=[C:12]1[NH:16][CH:15]([CH2:17]Cl)[CH2:14][S:13]1.[CH3:19][NH2:20], predict the reaction product. The product is: [CH3:1][C:2]1[CH:7]=[C:6]([N+:8]([O-:10])=[O:9])[CH:5]=[CH:4][C:3]=1[N:11]=[C:12]1[NH:16][CH:15]([CH2:17][NH:20][CH3:19])[CH2:14][S:13]1. (4) Given the reactants [CH2:1]([Zn]CC)C.FC(F)(F)C(O)=O.[CH:13]1([C:19]([O:21][CH3:22])=[O:20])[CH2:18][CH2:17][CH:16]=[CH:15][CH2:14]1, predict the reaction product. The product is: [CH:15]12[CH2:1][CH:16]1[CH2:17][CH2:18][CH:13]([C:19]([O:21][CH3:22])=[O:20])[CH2:14]2. (5) Given the reactants B(Br)(Br)Br.[CH3:5][O:6][C:7]1[CH:21]=[CH:20][C:10]2[N:11]3[CH2:19][CH2:18][CH2:17][C:12]3=[N:13][S:14](=[O:16])(=[O:15])[C:9]=2[CH:8]=1.[OH2:22], predict the reaction product. The product is: [O:15]=[S:14]1(=[O:16])[C:9]2[CH:8]=[C:7]([O:6][C:5]3[CH:9]=[C:8]([OH:22])[CH:7]=[CH:21][CH:20]=3)[CH:21]=[CH:20][C:10]=2[N:11]2[CH2:19][CH2:18][CH2:17][C:12]2=[N:13]1. (6) Given the reactants Br[C:2]1[CH:3]=[C:4]([C:8]2([C:18]3[CH:23]=[CH:22][C:21]([O:24][CH3:25])=[C:20]([Cl:26])[CH:19]=3)[C:16]3[C:11](=[N:12][CH:13]=[CH:14][CH:15]=3)[C:10]([NH2:17])=[N:9]2)[CH:5]=[CH:6][CH:7]=1.[N:27]1[CH:32]=[C:31](B(O)O)[CH:30]=[N:29][CH:28]=1, predict the reaction product. The product is: [Cl:26][C:20]1[CH:19]=[C:18]([C:8]2([C:4]3[CH:5]=[CH:6][CH:7]=[C:2]([C:31]4[CH:32]=[N:27][CH:28]=[N:29][CH:30]=4)[CH:3]=3)[C:16]3[C:11](=[N:12][CH:13]=[CH:14][CH:15]=3)[C:10]([NH2:17])=[N:9]2)[CH:23]=[CH:22][C:21]=1[O:24][CH3:25]. (7) Given the reactants C([O:5][C:6](=[O:23])[C:7]1[CH:12]=[CH:11][C:10]([N:13]2[CH2:18][CH2:17][N:16]([CH3:19])[CH2:15][CH2:14]2)=[CH:9][C:8]=1[N+:20]([O-:22])=[O:21])(C)(C)C.[ClH:24], predict the reaction product. The product is: [ClH:24].[CH3:19][N:16]1[CH2:17][CH2:18][N:13]([C:10]2[CH:11]=[CH:12][C:7]([C:6]([OH:23])=[O:5])=[C:8]([N+:20]([O-:22])=[O:21])[CH:9]=2)[CH2:14][CH2:15]1. (8) Given the reactants [CH3:1][O:2][C:3](=[O:18])[C:4]1[CH:9]=[CH:8][C:7]([C:10]2[C:15]([Cl:16])=[CH:14][N:13]=[C:12](F)[CH:11]=2)=[CH:6][CH:5]=1.[CH:19]([NH2:22])([CH3:21])[CH3:20], predict the reaction product. The product is: [CH3:1][O:2][C:3](=[O:18])[C:4]1[CH:9]=[CH:8][C:7]([C:10]2[C:15]([Cl:16])=[CH:14][N:13]=[C:12]([NH:22][CH:19]([CH3:21])[CH3:20])[CH:11]=2)=[CH:6][CH:5]=1. (9) Given the reactants [F:1][C:2]([F:30])([F:29])[C:3]1[CH:8]=[CH:7][CH:6]=[CH:5][C:4]=1[C:9]1[CH:10]=[CH:11][C:12]2[N:13]([C:15]([NH:18]C(=O)OCC3C=CC=CC=3)=[CH:16][N:17]=2)[N:14]=1, predict the reaction product. The product is: [F:30][C:2]([F:1])([F:29])[C:3]1[CH:8]=[CH:7][CH:6]=[CH:5][C:4]=1[C:9]1[CH:10]=[CH:11][C:12]2[N:13]([C:15]([NH2:18])=[CH:16][N:17]=2)[N:14]=1. (10) Given the reactants [Cl:1][C:2]1[C:3]2[NH:10][CH:9]=[CH:8][C:4]=2[N:5]=[CH:6][N:7]=1.C(=O)([O-])[O-].[Cs+].[Cs+].Br[CH2:18][CH2:19][CH2:20][C:21]([F:24])([F:23])[F:22], predict the reaction product. The product is: [Cl:1][C:2]1[C:3]2[N:10]([CH2:18][CH2:19][CH2:20][C:21]([F:24])([F:23])[F:22])[CH:9]=[CH:8][C:4]=2[N:5]=[CH:6][N:7]=1.